This data is from Reaction yield outcomes from USPTO patents with 853,638 reactions. The task is: Predict the reaction yield, written as a fraction of the theoretical maximum amount of product (1.0 means a 100% yield; for example, 0.34 means a 34% yield). (1) The catalyst is C(Cl)Cl. The reactants are CCN(C(C)C)C(C)C.[C:10]([O:13][CH2:14][CH2:15][C:16]1[C:21]([N+:22]([O-:24])=[O:23])=[CH:20][CH:19]=[C:18]([NH2:25])[C:17]=1[F:26])(=[O:12])[CH3:11].[F:27][C:28]([F:38])([C:32]1[CH:37]=[CH:36][CH:35]=[CH:34][CH:33]=1)[C:29](Cl)=[O:30]. The product is [C:10]([O:13][CH2:14][CH2:15][C:16]1[C:21]([N+:22]([O-:24])=[O:23])=[CH:20][CH:19]=[C:18]([NH:25][C:29](=[O:30])[C:28]([F:27])([F:38])[C:32]2[CH:37]=[CH:36][CH:35]=[CH:34][CH:33]=2)[C:17]=1[F:26])(=[O:12])[CH3:11]. The yield is 0.920. (2) The reactants are [CH:1]([O:4][C:5]1[C:10]2[CH2:11][CH2:12][CH2:13][C:14]([C:17]3[CH:22]=[C:21]([O:23][CH3:24])[C:20]([O:25][CH3:26])=[C:19]([O:27][CH3:28])[CH:18]=3)(O)[CH2:15][C:9]=2[CH:8]=[CH:7][C:6]=1[O:29][CH3:30])([CH3:3])[CH3:2]. The catalyst is C(O)(=O)C.O. The product is [CH:1]([O:4][C:5]1[C:10]2[CH2:11][CH2:12][CH2:13][C:14]([C:17]3[CH:22]=[C:21]([O:23][CH3:24])[C:20]([O:25][CH3:26])=[C:19]([O:27][CH3:28])[CH:18]=3)=[CH:15][C:9]=2[CH:8]=[CH:7][C:6]=1[O:29][CH3:30])([CH3:3])[CH3:2]. The yield is 0.950. (3) The reactants are C[N:2](C)[C:3]([CH3:24])=[CH:4][C:5]([C:7]1[C:12](=[O:13])[CH:11]=[CH:10][N:9]([C:14]2[CH:19]=[CH:18][CH:17]=[C:16]([C:20]([F:23])([F:22])[F:21])[CH:15]=2)[N:8]=1)=O.[C:26]1([NH:32]N)[CH:31]=[CH:30][CH:29]=[CH:28][CH:27]=1. The catalyst is C(O)(=O)C. The product is [CH3:24][C:3]1[CH:4]=[C:5]([C:7]2[C:12](=[O:13])[CH:11]=[CH:10][N:9]([C:14]3[CH:19]=[CH:18][CH:17]=[C:16]([C:20]([F:23])([F:22])[F:21])[CH:15]=3)[N:8]=2)[N:32]([C:26]2[CH:31]=[CH:30][CH:29]=[CH:28][CH:27]=2)[N:2]=1. The yield is 0.160. (4) The yield is 1.00. The catalyst is ClCCl. The reactants are [CH:1]([N:4]1[CH:8]=[CH:7][C:6]([CH2:9]O)=[N:5]1)([CH3:3])[CH3:2].O=S(Cl)[Cl:13]. The product is [ClH:13].[Cl:13][CH2:9][C:6]1[CH:7]=[CH:8][N:4]([CH:1]([CH3:3])[CH3:2])[N:5]=1.